Dataset: Forward reaction prediction with 1.9M reactions from USPTO patents (1976-2016). Task: Predict the product of the given reaction. (1) Given the reactants [CH2:1]([C:5]1[C:6]([OH:17])=[N:7][C:8]2[C:13]([N:14]=1)=[CH:12][CH:11]=[CH:10][C:9]=2[O:15][CH3:16])[CH2:2][CH:3]=[CH2:4].BrC1C=CC(S(O[C@@H:29]2[CH2:33][N:32]([C:34]([O:36][C:37]([CH3:40])([CH3:39])[CH3:38])=[O:35])[C@H:31]([C:41]([O:43][CH3:44])=[O:42])[CH2:30]2)(=O)=O)=CC=1.C(=O)([O-])[O-].[Cs+].[Cs+].N#N, predict the reaction product. The product is: [CH2:1]([C:5]1[C:6]([O:17][C@H:29]2[CH2:33][N:32]([C:34]([O:36][C:37]([CH3:40])([CH3:39])[CH3:38])=[O:35])[C@H:31]([C:41]([O:43][CH3:44])=[O:42])[CH2:30]2)=[N:7][C:8]2[C:13]([N:14]=1)=[CH:12][CH:11]=[CH:10][C:9]=2[O:15][CH3:16])[CH2:2][CH:3]=[CH2:4]. (2) Given the reactants Br[C:2]1[C:7]2[S:8][C:9]([C:11]3[C:18]([Cl:19])=[CH:17][CH:16]=[CH:15][C:12]=3[C:13]#[N:14])=[N:10][C:6]=2[C:5]([F:20])=[CH:4][N:3]=1.[CH3:21][C:22]1[N:27]=[CH:26][N:25]=[C:24]([NH2:28])[CH:23]=1.CC1(C)C2C(=C(P(C3C=CC=CC=3)C3C=CC=CC=3)C=CC=2)OC2C(P(C3C=CC=CC=3)C3C=CC=CC=3)=CC=CC1=2.C([O-])([O-])=O.[Cs+].[Cs+], predict the reaction product. The product is: [Cl:19][C:18]1[C:11]([C:9]2[S:8][C:7]3[C:2]([NH:28][C:24]4[CH:23]=[C:22]([CH3:21])[N:27]=[CH:26][N:25]=4)=[N:3][CH:4]=[C:5]([F:20])[C:6]=3[N:10]=2)=[C:12]([CH:15]=[CH:16][CH:17]=1)[C:13]#[N:14]. (3) Given the reactants Br[C:2]1[CH:7]=[CH:6][CH:5]=[C:4]([O:8][CH3:9])[N:3]=1.N1C=CC=CC=1C(O)=O.C(=O)([O-])[O-].[Cs+].[Cs+].[C:25]([O:33][CH2:34][CH3:35])(=[O:32])[CH2:26][C:27]([O:29][CH2:30][CH3:31])=[O:28].[NH4+].[Cl-], predict the reaction product. The product is: [CH3:9][O:8][C:4]1[N:3]=[C:2]([CH:26]([C:27]([O:29][CH2:30][CH3:31])=[O:28])[C:25]([O:33][CH2:34][CH3:35])=[O:32])[CH:7]=[CH:6][CH:5]=1.